From a dataset of Forward reaction prediction with 1.9M reactions from USPTO patents (1976-2016). Predict the product of the given reaction. (1) Given the reactants [N:1]1[N:2]=[CH:3][N:4]2[CH2:9][CH2:8][NH:7][CH2:6][C:5]=12.Cl[CH2:11][CH2:12][CH2:13][O:14][C:15]1[CH:16]=[C:17]2[C:22](=[CH:23][C:24]=1[O:25][CH3:26])[N:21]=[CH:20][N:19]=[C:18]2[NH:27][C:28]1[CH:33]=[CH:32][CH:31]=[C:30]([C:34]#[CH:35])[CH:29]=1.C(Cl)Cl, predict the reaction product. The product is: [N:1]1[N:2]=[CH:3][N:4]2[CH2:9][CH2:8][N:7]([CH2:11][CH2:12][CH2:13][O:14][C:15]3[CH:16]=[C:17]4[C:22](=[CH:23][C:24]=3[O:25][CH3:26])[N:21]=[CH:20][N:19]=[C:18]4[NH:27][C:28]3[CH:33]=[CH:32][CH:31]=[C:30]([C:34]#[CH:35])[CH:29]=3)[CH2:6][C:5]=12. (2) Given the reactants Cl[C:2]([O:4][CH2:5][CH3:6])=[O:3].Cl.[Br:8][C:9]1[CH:10]=[CH:11][C:12]([F:17])=[C:13]([CH:16]=1)[CH2:14][NH2:15].C(N(C(C)C)CC)(C)C.C(OCC)C, predict the reaction product. The product is: [CH2:5]([O:4][C:2](=[O:3])[NH:15][CH2:14][C:13]1[CH:16]=[C:9]([Br:8])[CH:10]=[CH:11][C:12]=1[F:17])[CH3:6].